Dataset: Forward reaction prediction with 1.9M reactions from USPTO patents (1976-2016). Task: Predict the product of the given reaction. (1) Given the reactants Cl[C:2]1[C:7]([F:8])=[C:6]([O:9][CH2:10][C:11]#[C:12][CH2:13][CH3:14])[N:5]=[CH:4][N:3]=1.[CH3:15][CH:16]1[CH2:21][CH2:20][CH2:19][NH:18][CH2:17]1, predict the reaction product. The product is: [F:8][C:7]1[C:2]([N:18]2[CH2:19][CH2:20][CH2:21][CH:16]([CH3:15])[CH2:17]2)=[N:3][CH:4]=[N:5][C:6]=1[O:9][CH2:10][C:11]#[C:12][CH2:13][CH3:14]. (2) Given the reactants [C:1]1([CH3:10])[CH:6]=[CH:5][C:4]([N:7]=[C:8]=[O:9])=[CH:3][CH:2]=1.[CH3:11][O:12][C:13]1[CH:19]=[C:18]([O:20][CH3:21])[C:17]([C:22]([F:25])([F:24])[F:23])=[CH:16][C:14]=1[NH2:15], predict the reaction product. The product is: [CH3:11][O:12][C:13]1[CH:19]=[C:18]([O:20][CH3:21])[C:17]([C:22]([F:24])([F:23])[F:25])=[CH:16][C:14]=1[NH:15][C:8]([NH:7][C:4]1[CH:5]=[CH:6][C:1]([CH3:10])=[CH:2][CH:3]=1)=[O:9]. (3) Given the reactants [Br:1][C:2]1[CH:3]=[N:4][N:5]2[CH:10]=[C:9](Br)[CH:8]=[N:7][C:6]=12.[CH3:12][N:13]1[CH:17]=[C:16](B2OC(C)(C)C(C)(C)O2)[CH:15]=[N:14]1.O1CCOCC1.C([O-])([O-])=O.[Na+].[Na+], predict the reaction product. The product is: [Br:1][C:2]1[CH:3]=[N:4][N:5]2[CH:10]=[C:9]([C:16]3[CH:15]=[N:14][N:13]([CH3:12])[CH:17]=3)[CH:8]=[N:7][C:6]=12. (4) Given the reactants [N+:1]([CH:4]([CH2:18][CH2:19][CH2:20][CH2:21][CH3:22])[C:5](=O)[CH2:6][CH2:7][CH2:8][CH2:9][CH2:10][C:11]1[CH:16]=[CH:15][CH:14]=[CH:13][CH:12]=1)([O-])=O.Cl.[N:24]#[C:25][NH2:26], predict the reaction product. The product is: [CH2:18]([C:4]1[NH:1][C:25]([NH2:26])=[N:24][C:5]=1[CH2:6][CH2:7][CH2:8][CH2:9][CH2:10][C:11]1[CH:16]=[CH:15][CH:14]=[CH:13][CH:12]=1)[CH2:19][CH2:20][CH2:21][CH3:22]. (5) Given the reactants [CH3:1][N:2]1[CH2:8][CH2:7][CH2:6][N:5]([C:9]2[C:17]3[C:12](=[CH:13][CH:14]=[C:15]([N+:18]([O-])=O)[CH:16]=3)[NH:11][N:10]=2)[CH2:4][CH2:3]1, predict the reaction product. The product is: [CH3:1][N:2]1[CH2:8][CH2:7][CH2:6][N:5]([C:9]2[C:17]3[C:12](=[CH:13][CH:14]=[C:15]([NH2:18])[CH:16]=3)[NH:11][N:10]=2)[CH2:4][CH2:3]1. (6) Given the reactants [NH:1]([C:5]1[CH:11]=[CH:10][C:8]([OH:9])=[CH:7][CH:6]=1)[C:2]([CH3:4])=[O:3].Cl.[C:13](Cl)(=[O:20])[C:14]1[CH:19]=[CH:18][CH:17]=[N:16][CH:15]=1, predict the reaction product. The product is: [C:13]([O:9][C:8]1[CH:10]=[CH:11][C:5]([NH:1][C:2](=[O:3])[CH3:4])=[CH:6][CH:7]=1)(=[O:20])[C:14]1[CH:19]=[CH:18][CH:17]=[N:16][CH:15]=1.